Dataset: NCI-60 drug combinations with 297,098 pairs across 59 cell lines. Task: Regression. Given two drug SMILES strings and cell line genomic features, predict the synergy score measuring deviation from expected non-interaction effect. Drug 1: CCCS(=O)(=O)NC1=C(C(=C(C=C1)F)C(=O)C2=CNC3=C2C=C(C=N3)C4=CC=C(C=C4)Cl)F. Drug 2: CN(CC1=CN=C2C(=N1)C(=NC(=N2)N)N)C3=CC=C(C=C3)C(=O)NC(CCC(=O)O)C(=O)O. Cell line: NCI-H522. Synergy scores: CSS=17.4, Synergy_ZIP=-4.22, Synergy_Bliss=-4.02, Synergy_Loewe=-23.5, Synergy_HSA=-5.65.